From a dataset of Forward reaction prediction with 1.9M reactions from USPTO patents (1976-2016). Predict the product of the given reaction. (1) The product is: [C:1]([O:5][C:6]([C:8]12[CH2:17][CH:12]3[CH2:13][CH:14]([CH2:16][C:10]([C:18]([O:21][C:26](=[O:30])[C:27]([CH3:29])=[CH2:28])([CH3:20])[CH3:19])([CH2:11]3)[CH2:9]1)[CH2:15]2)=[O:7])([CH3:4])([CH3:2])[CH3:3]. Given the reactants [C:1]([O:5][C:6]([C:8]12[CH2:17][CH:12]3[CH2:13][CH:14]([CH2:16][C:10]([C:18]([OH:21])([CH3:20])[CH3:19])([CH2:11]3)[CH2:9]1)[CH2:15]2)=[O:7])([CH3:4])([CH3:3])[CH3:2].ClC(Cl)C.[C:26](Cl)(=[O:30])[C:27]([CH3:29])=[CH2:28].S(=O)(=O)(O)O, predict the reaction product. (2) Given the reactants [F:1][C:2]1[CH:3]=[C:4]([CH:18]([NH:24][C:25]([C@@H:27]2[CH2:32][CH2:31][CH2:30][N:29]([C:33](=[O:49])[CH2:34][CH2:35][CH:36]3[CH2:41][CH2:40][N:39]([C:42]([O:44][C:45]([CH3:48])([CH3:47])[CH3:46])=[O:43])[CH2:38][CH2:37]3)[CH2:28]2)=[O:26])[CH2:19][C:20]([O:22]C)=[O:21])[CH:5]=[C:6]([C:8]2[CH:13]=[CH:12][C:11]([O:14][CH2:15][CH2:16][F:17])=[CH:10][CH:9]=2)[CH:7]=1.[OH-].[Na+], predict the reaction product. The product is: [C:45]([O:44][C:42]([N:39]1[CH2:38][CH2:37][CH:36]([CH2:35][CH2:34][C:33]([N:29]2[CH2:30][CH2:31][CH2:32][C@@H:27]([C:25]([NH:24][CH:18]([C:4]3[CH:5]=[C:6]([C:8]4[CH:9]=[CH:10][C:11]([O:14][CH2:15][CH2:16][F:17])=[CH:12][CH:13]=4)[CH:7]=[C:2]([F:1])[CH:3]=3)[CH2:19][C:20]([OH:22])=[O:21])=[O:26])[CH2:28]2)=[O:49])[CH2:41][CH2:40]1)=[O:43])([CH3:48])([CH3:47])[CH3:46]. (3) Given the reactants [C:1]([O:5][C:6]([NH:8][C@H:9]1[C:18]2[C:13]3=[C:14]([C:19]4[N:20]([C:23]5[CH:24]=[C:25]([C:36](O)=[O:37])[CH:26]=[CH:27][C:28]=5[C:29]=4[CH:30]4[CH2:35][CH2:34][CH2:33][CH2:32][CH2:31]4)[CH2:21][CH2:22][N:12]3[CH2:11][CH2:10]1)[CH:15]=[CH:16][CH:17]=2)=[O:7])([CH3:4])([CH3:3])[CH3:2].[CH:39]1([NH2:42])[CH2:41][CH2:40]1.CN(C(ON1N=NC2C=CC=NC1=2)=[N+](C)C)C.F[P-](F)(F)(F)(F)F.CCN(C(C)C)C(C)C.Cl, predict the reaction product. The product is: [CH:30]1([C:29]2[C:28]3[CH:27]=[CH:26][C:25]([C:36](=[O:37])[NH:42][CH:39]4[CH2:41][CH2:40]4)=[CH:24][C:23]=3[N:20]3[C:19]=2[C:14]2=[C:13]4[C:18](=[CH:17][CH:16]=[CH:15]2)[C@H:9]([NH:8][C:6](=[O:7])[O:5][C:1]([CH3:4])([CH3:2])[CH3:3])[CH2:10][CH2:11][N:12]4[CH2:22][CH2:21]3)[CH2:31][CH2:32][CH2:33][CH2:34][CH2:35]1. (4) Given the reactants [NH:1]1[CH2:6][CH2:5][CH2:4][CH2:3][CH2:2]1.[CH2:7]([O:9][C:10](=[O:34])[CH2:11][N:12]1[C:20]2[C:15](=[CH:16][C:17]([F:21])=[CH:18][CH:19]=2)[C:14]([CH2:22][C:23]2[CH:28]=[CH:27][CH:26]=[CH:25][C:24]=2[S:29](Cl)(=[O:31])=[O:30])=[C:13]1[CH3:33])[CH3:8], predict the reaction product. The product is: [CH2:7]([O:9][C:10](=[O:34])[CH2:11][N:12]1[C:20]2[C:15](=[CH:16][C:17]([F:21])=[CH:18][CH:19]=2)[C:14]([CH2:22][C:23]2[CH:28]=[CH:27][CH:26]=[CH:25][C:24]=2[S:29]([N:1]2[CH2:6][CH2:5][CH2:4][CH2:3][CH2:2]2)(=[O:31])=[O:30])=[C:13]1[CH3:33])[CH3:8]. (5) Given the reactants [CH:1]1([C:7]2[CH:15]=[CH:14][C:10]([C:11]([OH:13])=[O:12])=[CH:9][CH:8]=2)[CH2:6][CH2:5][CH2:4][CH2:3][CH2:2]1.C(Cl)(=O)C(Cl)=O.O[C:23]1[CH:58]=[CH:57][C:26]([CH2:27][N:28]([CH2:49][C:50]([O:52]C(C)(C)C)=[O:51])[C:29](=[O:48])[C:30]2[CH:35]=[CH:34][C:33]([NH:36][C:37](=[O:47])[CH2:38][C:39]3[CH:44]=[CH:43][C:42]([O:45][CH3:46])=[CH:41][CH:40]=3)=[CH:32][CH:31]=2)=[CH:25][CH:24]=1.C(O)(C(F)(F)F)=O, predict the reaction product. The product is: [CH:1]1([C:7]2[CH:8]=[CH:9][C:10]([C:11]([O:13][C:23]3[CH:58]=[CH:57][C:26]([CH2:27][N:28]([CH2:49][C:50]([OH:52])=[O:51])[C:29](=[O:48])[C:30]4[CH:31]=[CH:32][C:33]([NH:36][C:37](=[O:47])[CH2:38][C:39]5[CH:44]=[CH:43][C:42]([O:45][CH3:46])=[CH:41][CH:40]=5)=[CH:34][CH:35]=4)=[CH:25][CH:24]=3)=[O:12])=[CH:14][CH:15]=2)[CH2:2][CH2:3][CH2:4][CH2:5][CH2:6]1. (6) Given the reactants [OH:1][C:2]1[CH:7]=[CH:6][C:5]([CH2:8][CH2:9][CH2:10][C@@H:11]2[CH2:15][NH:14]/[C:13](=[N:16]\[C:17]([C:19]3[C:24]([NH2:25])=[N:23][C:22]([NH2:26])=[C:21]([Cl:27])[N:20]=3)=[O:18])/[NH:12]2)=[CH:4][CH:3]=1.[OH-:28].[K+], predict the reaction product. The product is: [OH:28][C@@H:3]([CH2:2][OH:1])[CH2:4][O:1][C:2]1[CH:7]=[CH:6][C:5]([CH2:8][CH2:9][CH2:10][C@@H:11]2[CH2:15][NH:14]/[C:13](=[N:16]/[C:17]([C:19]3[C:24]([NH2:25])=[N:23][C:22]([NH2:26])=[C:21]([Cl:27])[N:20]=3)=[O:18])/[NH:12]2)=[CH:4][CH:3]=1. (7) Given the reactants [C:1]([O:5][C:6](=[O:26])[CH2:7][NH:8][S:9]([C:12]1[CH:17]=[CH:16][C:15]([O:18][CH2:19][C:20]2[CH:25]=[CH:24][CH:23]=[CH:22][CH:21]=2)=[CH:14][CH:13]=1)(=[O:11])=[O:10])([CH3:4])([CH3:3])[CH3:2].C(=O)([O-])[O-].[Cs+].[Cs+].Br[CH:34]([CH3:38])[CH2:35][CH:36]=[CH2:37].[I-].[K+], predict the reaction product. The product is: [C:1]([O:5][C:6](=[O:26])[CH2:7][N:8]([S:9]([C:12]1[CH:13]=[CH:14][C:15]([O:18][CH2:19][C:20]2[CH:21]=[CH:22][CH:23]=[CH:24][CH:25]=2)=[CH:16][CH:17]=1)(=[O:11])=[O:10])[CH2:37][CH2:36][CH2:35][CH:34]=[CH2:38])([CH3:4])([CH3:2])[CH3:3].